Dataset: Experimentally validated miRNA-target interactions with 360,000+ pairs, plus equal number of negative samples. Task: Binary Classification. Given a miRNA mature sequence and a target amino acid sequence, predict their likelihood of interaction. (1) The miRNA is cel-miR-43-3p with sequence UAUCACAGUUUACUUGCUGUCGC. The protein sequence of the target gene is MDRPDEGPPAKTPRLSSSEPRQRDLPPPPPPPLQRLPLPPPQQRPRPQEETEAAQVLADMRGVGPTLPPPLPYVILEEGGIRAYFTLSAESPGWDHAMESGFGEAPSTGIMETLPSSEISGGSLAIDFQVAEPSSLGEKALETCSLGGWGPQMLVGPKRKEEAIIIVEDEDEDDKESVRRRQRRRRRRRKQRKAKESRERSAQRMESILQALESIQMDLEAVNIKAGKAFLRLKRKFIQMRRPFLERRDLIIQHIPGFWVKAFLNHPRISILINQRDRDIFRYLTNLQVQDLRHISMGYK.... Result: 0 (no interaction). (2) The miRNA is hsa-miR-6770-3p with sequence CUGGCGGCUGUGUCUUCACAG. The protein sequence of the target gene is MNKVEQKSQESVSFKDVTVGFTQEEWQHLDPSQRALYRDVMLENYSNLVSVGYCVHKPEVIFRLQQGEEPWKQEEEFPSQSFPVWTADHLKERSQENQSKHLWEVVFINNEMLTKEQGDVIGIPFNVDVSSFPSRKMFCQCDSCGMSFNTVSELVISKINYLGKKSDEFNACGKLLLNIKHDETHTQEKNEVLKNRNTLSHHEETLQHEKIQTLEHNFEYSICQETLLEKAVFNTQKRENAEENNCDYNEFGRTLCDSSSLLFHQISPSRDNHYEFSDCEKFLCVKSTLSKPHGVSMKHY.... Result: 1 (interaction). (3) The miRNA is mmu-miR-34b-5p with sequence AGGCAGUGUAAUUAGCUGAUUGU. The protein sequence of the target gene is MTMGDMKTPDFDDLLAAFDIPDMVDPKAAIESGHDDHESHIKQNAHVDDDSHTPSSSDVGVSVIVKNVRNIDSSEGVEKDGHNPTGNGLHNGFLTASSLDSYGKDGAKSLKGDTPASEVTLKDPAFSQFSPISSAEEFEDDEKIEVDDPPDKEEARAGFRSNVLTGSAPQQDFDKLKALGGENSSKTGVSTSGHTDKNKVKREAESNSITLSVYEPFKVRKAEDKLKENSEKMLESRVLDGKPSSEKSDSGIAAAASSKTKPSSKLSSCIAAIAALSAKKAASDSCKEPVANSREASPLP.... Result: 1 (interaction). (4) The miRNA is hsa-miR-320d with sequence AAAAGCUGGGUUGAGAGGA. The protein sequence of the target gene is MAAAAGGPCVRSSRELWTILLGRSALRELSQIEAELNKHWRRLLEGLSYYKPPSPSSAEKVKANKDVASPLKELGLRISKFLGLDEEQSVQLLQCYLQEDYRGTRDSVKTVLQDERQSQALILKIADYYYEERTCILRCVLHLLTYFQDERHPYRVEYADCVDKLEKELVSKYRQQFEELYKTEAPTWETHGNLMTERQVSRWFVQCLREQSMLLEIIFLYYAYFEMAPSDLLVLTKMFKEQGFGSRQTNRHLVDETMDPFVDRIGYFSALILVEGMDIESLHKCALDDRRELHQFAQDG.... Result: 0 (no interaction). (5) The miRNA is hsa-miR-5699-5p with sequence UGCCCCAACAAGGAAGGACAAG. The protein sequence of the target gene is MYEGKKTKNMFLTRALEKILADKEVKKAHHSQLRKACEVALEEIKVETEKQSPPHGEAKAGSGTLPPVKSKTNFIEADKYFLPFELACQSKCPRIVSTSLDCLQKLIAYGHLTGRAPDSTTPGKKLIDRIIETICGCFQGPQTDEGVQLQIIKALLTAVTSQHIEIHEGTVLQAVRTCYNIYLASKNLINQTTAKATLTQMLNVIFARMENQALQEAKQMERERHRQQQHLLQSPVSHHEPESPHLRYLPPQTVDHINQEHEGDLEPQTHDVDKSLQDDTEPENGSDISSAENEQTEADQ.... Result: 0 (no interaction). (6) Result: 0 (no interaction). The miRNA is mmu-miR-669o-3p with sequence ACAUAACAUACACACACACGUAU. The protein sequence of the target gene is MSSYFVNSLFSKYKTGESLRPNYYDCGFAQDLGGRPTVVYGPSSGGSFQHPSQIQEFYHGPSSLSTAPYQQNPCAVACHGDPGNFYGYDPLQRQSLFGAQDPDLVQYADCKLAAASGLGEEAEGSEQSPSPTQLFPWMRPQAAAGRRRGRQTYSRYQTLELEKEFLFNPYLTRKRRIEVSHALGLTERQVKIWFQNRRMKWKKENNKDKFPSSKCEQEELEKEKLERAPETAEQGDAQKGDKK.